From a dataset of Catalyst prediction with 721,799 reactions and 888 catalyst types from USPTO. Predict which catalyst facilitates the given reaction. Reactant: [Br:1][C:2]1[CH:7]=[CH:6][N:5]=[C:4]2[NH:8][C:9]([I:11])=[CH:10][C:3]=12.[H-].[Na+].[CH3:14][C:15]1[CH:20]=[CH:19][C:18]([S:21](Cl)(=[O:23])=[O:22])=[CH:17][CH:16]=1.O. Product: [Br:1][C:2]1[CH:7]=[CH:6][N:5]=[C:4]2[N:8]([S:21]([C:18]3[CH:19]=[CH:20][C:15]([CH3:14])=[CH:16][CH:17]=3)(=[O:23])=[O:22])[C:9]([I:11])=[CH:10][C:3]=12. The catalyst class is: 3.